This data is from NCI-60 drug combinations with 297,098 pairs across 59 cell lines. The task is: Regression. Given two drug SMILES strings and cell line genomic features, predict the synergy score measuring deviation from expected non-interaction effect. (1) Drug 1: C1CCN(CC1)CCOC2=CC=C(C=C2)C(=O)C3=C(SC4=C3C=CC(=C4)O)C5=CC=C(C=C5)O. Drug 2: CCC(=C(C1=CC=CC=C1)C2=CC=C(C=C2)OCCN(C)C)C3=CC=CC=C3.C(C(=O)O)C(CC(=O)O)(C(=O)O)O. Cell line: HT29. Synergy scores: CSS=-2.97, Synergy_ZIP=2.40, Synergy_Bliss=1.25, Synergy_Loewe=-3.26, Synergy_HSA=-3.06. (2) Drug 1: C(CCl)NC(=O)N(CCCl)N=O. Drug 2: CC1CCCC2(C(O2)CC(NC(=O)CC(C(C(=O)C(C1O)C)(C)C)O)C(=CC3=CSC(=N3)C)C)C. Cell line: PC-3. Synergy scores: CSS=53.2, Synergy_ZIP=2.54, Synergy_Bliss=0.965, Synergy_Loewe=-5.07, Synergy_HSA=2.52. (3) Drug 1: C#CCC(CC1=CN=C2C(=N1)C(=NC(=N2)N)N)C3=CC=C(C=C3)C(=O)NC(CCC(=O)O)C(=O)O. Drug 2: C1CCC(C(C1)N)N.C(=O)(C(=O)[O-])[O-].[Pt+4]. Cell line: SF-295. Synergy scores: CSS=18.6, Synergy_ZIP=-6.49, Synergy_Bliss=-3.11, Synergy_Loewe=-0.665, Synergy_HSA=-1.68.